Dataset: Reaction yield outcomes from USPTO patents with 853,638 reactions. Task: Predict the reaction yield, written as a fraction of the theoretical maximum amount of product (1.0 means a 100% yield; for example, 0.34 means a 34% yield). (1) The reactants are [CH3:1][C@H:2]1[C@@H:11]([NH2:12])[CH2:10][CH2:9][C:4]2([O:8][CH2:7][CH2:6][O:5]2)[CH2:3]1.[O:13]=[C:14](N1CCOC1=O)[CH2:15][CH2:16][CH:17]=O. No catalyst specified. The product is [CH3:1][C@H:2]1[C@@H:11]([N:12]2[CH2:17][CH2:16][CH2:15][C:14]2=[O:13])[CH2:10][CH2:9][C:4]2([O:5][CH2:6][CH2:7][O:8]2)[CH2:3]1. The yield is 0.770. (2) The reactants are Cl[C:2]1[N:7]=[C:6]([Cl:8])[N:5]=[C:4]([O:9][CH2:10][CH:11]2[CH2:13][CH2:12]2)[N:3]=1.Cl.[NH:15]1[CH2:20][CH2:19][CH:18]([C:21]2[C:29]3[C:24](=[N:25][CH:26]=[CH:27][CH:28]=3)[NH:23][N:22]=2)[CH2:17][CH2:16]1.CCN(C(C)C)C(C)C. The catalyst is CC(C)=O. The product is [Cl:8][C:6]1[N:5]=[C:4]([O:9][CH2:10][CH:11]2[CH2:13][CH2:12]2)[N:3]=[C:2]([N:15]2[CH2:16][CH2:17][CH:18]([C:21]3[C:29]4[C:24](=[N:25][CH:26]=[CH:27][CH:28]=4)[NH:23][N:22]=3)[CH2:19][CH2:20]2)[N:7]=1. The yield is 0.680. (3) The reactants are C1C=CC(C2C=CC=CC=2)=CC=1.C1C=CC(OC2C=CC=CC=2)=CC=1.[N+:26]([C:29]1[CH:34]=[CH:33][C:32]([NH:35][C:36](=[CH:41][C:42]([O:44]C)=O)[C:37]([O:39][CH3:40])=[O:38])=[CH:31][CH:30]=1)([O-:28])=[O:27]. The catalyst is CCOCC.CO. The product is [N+:26]([C:29]1[CH:30]=[C:31]2[C:32](=[CH:33][CH:34]=1)[NH:35][C:36]([C:37]([O:39][CH3:40])=[O:38])=[CH:41][C:42]2=[O:44])([O-:28])=[O:27]. The yield is 0.850. (4) The reactants are [Cl:1][C:2]1[CH:10]=[C:9]2[C:5]([CH:6]=[C:7]([C:11]3[CH:16]=[CH:15][CH:14]=[CH:13][CH:12]=3)[NH:8]2)=[CH:4][C:3]=1[F:17].[H-].[Na+].[N+:20]([C:23]1[CH:28]=[CH:27][C:26]([S:29][S:29][C:26]2[CH:27]=[CH:28][C:23]([N+:20]([O-:22])=[O:21])=[CH:24][CH:25]=2)=[CH:25][CH:24]=1)([O-:22])=[O:21]. The catalyst is CN(C=O)C.C1COCC1. The product is [Cl:1][C:2]1[CH:10]=[C:9]2[C:5]([C:6]([S:29][C:26]3[CH:27]=[CH:28][C:23]([N+:20]([O-:22])=[O:21])=[CH:24][CH:25]=3)=[C:7]([C:11]3[CH:16]=[CH:15][CH:14]=[CH:13][CH:12]=3)[NH:8]2)=[CH:4][C:3]=1[F:17]. The yield is 0.900. (5) The reactants are C[Si]([N-][Si](C)(C)C)(C)C.[Na+].CCCCCC.[CH2:17]([C@H:24]1[CH2:28][O:27][C:26](=[O:29])[N:25]1[C:30](=[O:35])[CH2:31][CH2:32][CH2:33][CH3:34])[C:18]1[CH:23]=[CH:22][CH:21]=[CH:20][CH:19]=1.Br[CH2:37]/[CH:38]=[CH:39]/[CH2:40][O:41][CH2:42][C:43]1[CH:48]=[CH:47][CH:46]=[CH:45][CH:44]=1.[Cl-].[NH4+]. The catalyst is O1CCCC1. The yield is 0.790. The product is [CH2:17]([C@H:24]1[CH2:28][O:27][C:26](=[O:29])[N:25]1[C:30](=[O:35])[C@H:31]([CH2:32][CH2:33][CH3:34])[CH2:37]/[CH:38]=[CH:39]/[CH2:40][O:41][CH2:42][C:43]1[CH:48]=[CH:47][CH:46]=[CH:45][CH:44]=1)[C:18]1[CH:19]=[CH:20][CH:21]=[CH:22][CH:23]=1. (6) The reactants are [CH2:1]([N:8]1[C:13](=[O:14])[C:12]([O:15][CH3:16])=[C:11](Cl)[CH:10]=[N:9]1)[C:2]1[CH:7]=[CH:6][CH:5]=[CH:4][CH:3]=1.[CH3:18][C:19]1[CH:24]=[CH:23][C:22](B(O)O)=[CH:21][CH:20]=1.C([O-])([O-])=O.[Na+].[Na+]. The catalyst is C1(C)C=CC=CC=1.C1C=CC([P]([Pd]([P](C2C=CC=CC=2)(C2C=CC=CC=2)C2C=CC=CC=2)([P](C2C=CC=CC=2)(C2C=CC=CC=2)C2C=CC=CC=2)[P](C2C=CC=CC=2)(C2C=CC=CC=2)C2C=CC=CC=2)(C2C=CC=CC=2)C2C=CC=CC=2)=CC=1. The product is [CH2:1]([N:8]1[C:13](=[O:14])[C:12]([O:15][CH3:16])=[C:11]([C:22]2[CH:23]=[CH:24][C:19]([CH3:18])=[CH:20][CH:21]=2)[CH:10]=[N:9]1)[C:2]1[CH:7]=[CH:6][CH:5]=[CH:4][CH:3]=1. The yield is 0.890.